Predict the product of the given reaction. From a dataset of Forward reaction prediction with 1.9M reactions from USPTO patents (1976-2016). (1) Given the reactants [Li]CCCC.CCCCCC.[Cl:12][C:13]1[CH:14]=[C:15]([CH:18]2[O:22]CCO2)[S:16][CH:17]=1.[Cl:23][C:24]1[CH:25]=[C:26]([CH:29]=[CH:30][CH:31]=1)[CH:27]=[O:28].[NH4+].[Cl-], predict the reaction product. The product is: [Cl:12][C:13]1[CH:14]=[C:15]([CH:18]=[O:22])[S:16][C:17]=1[CH:27]([C:26]1[CH:29]=[CH:30][CH:31]=[C:24]([Cl:23])[CH:25]=1)[OH:28]. (2) Given the reactants CC([N:5]([CH2:9][CH:10]1[CH2:15][N:14]([CH2:16][CH2:17][C:18]2[C:27]3[C:22](=[CH:23][CH:24]=[C:25]([O:28][CH3:29])[N:26]=3)[N:21]=[CH:20][C:19]=2[F:30])[CH2:13][CH2:12][NH:11]1)C(=O)[O-])(C)C.Cl, predict the reaction product. The product is: [F:30][C:19]1[CH:20]=[N:21][C:22]2[C:27]([C:18]=1[CH2:17][CH2:16][N:14]1[CH2:13][CH2:12][NH:11][CH:10]([CH2:9][NH2:5])[CH2:15]1)=[N:26][C:25]([O:28][CH3:29])=[CH:24][CH:23]=2. (3) Given the reactants Cl.[Cl:2][C:3]1[C:4]([CH2:9][NH2:10])=[N:5][CH:6]=[CH:7][N:8]=1.[CH2:11]([O:18][C:19]([NH:21][CH2:22][C@H:23]1[CH2:28][CH2:27][C@H:26]([C:29](O)=[O:30])[CH2:25][CH2:24]1)=[O:20])[C:12]1[CH:17]=[CH:16][CH:15]=[CH:14][CH:13]=1.C(N=C=NCCCN(C)C)C.Cl.ON1C2N=CC=CC=2N=N1.C(N(CC)CC)C, predict the reaction product. The product is: [CH2:11]([O:18][C:19](=[O:20])[NH:21][CH2:22][C@H:23]1[CH2:28][CH2:27][C@H:26]([C:29](=[O:30])[NH:10][CH2:9][C:4]2[C:3]([Cl:2])=[N:8][CH:7]=[CH:6][N:5]=2)[CH2:25][CH2:24]1)[C:12]1[CH:17]=[CH:16][CH:15]=[CH:14][CH:13]=1. (4) Given the reactants CCN(CC)CC.[C:8]([O:12][C:13]([NH:15][C:16](=[N:22][C:23](=[O:29])[O:24][C:25]([CH3:28])([CH3:27])[CH3:26])N1C=CC=N1)=[O:14])([CH3:11])([CH3:10])[CH3:9].[NH2:30][CH2:31][C:32]1([C:35]2[O:39][C:38]([CH:40]3[CH2:46][CH2:45][C@@H:44]4[CH2:47][N:41]3[C:42](=[O:56])[N:43]4[O:48][CH2:49][C:50]3[CH:55]=[CH:54][CH:53]=[CH:52][CH:51]=3)=[N:37][N:36]=2)[CH2:34][CH2:33]1, predict the reaction product. The product is: [C:25]([O:24][C:23]([N:22]=[C:16]([NH:15][C:13]([O:12][C:8]([CH3:11])([CH3:10])[CH3:9])=[O:14])[NH:30][CH2:31][C:32]1([C:35]2[O:39][C:38]([CH:40]3[CH2:46][CH2:45][C@@H:44]4[CH2:47][N:41]3[C:42](=[O:56])[N:43]4[O:48][CH2:49][C:50]3[CH:55]=[CH:54][CH:53]=[CH:52][CH:51]=3)=[N:37][N:36]=2)[CH2:33][CH2:34]1)=[O:29])([CH3:28])([CH3:27])[CH3:26]. (5) Given the reactants C1(P(C2C=CC=CC=2)C2C=CC=CC=2)C=CC=CC=1.BrN1C(=O)CCC1=O.[CH:28]1([C:31]2[CH:32]=[C:33](/[C:43](=[CH:47]\[C@H:48]3[CH2:68][CH2:67][C:50]4([O:54][C@H:53]([C:55]5[CH:60]=[CH:59][CH:58]=[CH:57][CH:56]=5)[C@@H:52]([C:61]5[CH:66]=[CH:65][CH:64]=[CH:63][CH:62]=5)[O:51]4)[CH2:49]3)/[C:44](O)=[O:45])[CH:34]=[CH:35][C:36]=2[S:37]([CH:40]2[CH2:42][CH2:41]2)(=[O:39])=[O:38])[CH2:30][CH2:29]1.[NH2:69][C:70]1[CH:74]=[CH:73][N:72]([C:75]([O:77][C:78]([CH3:81])([CH3:80])[CH3:79])=[O:76])[N:71]=1, predict the reaction product. The product is: [CH:28]1([C:31]2[CH:32]=[C:33](/[C:43](=[CH:47]\[C@H:48]3[CH2:68][CH2:67][C:50]4([O:54][C@H:53]([C:55]5[CH:56]=[CH:57][CH:58]=[CH:59][CH:60]=5)[C@@H:52]([C:61]5[CH:66]=[CH:65][CH:64]=[CH:63][CH:62]=5)[O:51]4)[CH2:49]3)/[C:44]([NH:69][C:70]3[CH:74]=[CH:73][N:72]([C:75]([O:77][C:78]([CH3:81])([CH3:80])[CH3:79])=[O:76])[N:71]=3)=[O:45])[CH:34]=[CH:35][C:36]=2[S:37]([CH:40]2[CH2:41][CH2:42]2)(=[O:39])=[O:38])[CH2:29][CH2:30]1. (6) Given the reactants [CH3:1][O:2][C:3]1[C:11]([N+:12]([O-:14])=[O:13])=[CH:10][CH:9]=[C:8]2[C:4]=1[CH2:5][CH2:6][C:7]2=[O:15].C[N+:17]1([O-])[CH2:22]COCC1.[CH3:24][Si:25](C#N)([CH3:27])[CH3:26], predict the reaction product. The product is: [CH3:1][O:2][C:3]1[C:11]([N+:12]([O-:14])=[O:13])=[CH:10][CH:9]=[C:8]2[C:4]=1[CH2:5][CH2:6][C:7]2([O:15][Si:25]([CH3:27])([CH3:26])[CH3:24])[C:22]#[N:17]. (7) Given the reactants [OH:1][C:2]1[CH:3]=[CH:4][C:5]2[C:14]3[N:13]=[CH:12][CH:11]=[CH:10][C:9]=3[C:8](=[O:15])[N:7]([CH2:16][O:17][CH3:18])[C:6]=2[CH:19]=1.C(=O)([O-])[O-].[K+].[K+].[CH3:26][N:27]([CH3:31])[CH2:28][CH2:29]Cl, predict the reaction product. The product is: [CH3:26][N:27]([CH3:31])[CH2:28][CH2:29][O:1][C:2]1[CH:3]=[CH:4][C:5]2[C:14]3[N:13]=[CH:12][CH:11]=[CH:10][C:9]=3[C:8](=[O:15])[N:7]([CH2:16][O:17][CH3:18])[C:6]=2[CH:19]=1. (8) Given the reactants C(OC([N:8]1[CH2:13][CH2:12][C@@H:11]([C:14]2[CH:19]=[C:18]([F:20])[CH:17]=[C:16]([F:21])[CH:15]=2)[C@H:10]([C:22]2[CH:27]=[CH:26][C:25]([C:28]3[CH:33]=[CH:32][CH:31]=[CH:30][C:29]=3[CH2:34][OH:35])=[CH:24][C:23]=2Cl)[CH2:9]1)=O)(C)(C)C.O[C:38]1C=NC=CC=1.N(C([N:56]1[CH2:61][CH2:60][CH2:59][CH2:58][CH2:57]1)=O)=NC([N:56]1[CH2:61][CH2:60][CH2:59][CH2:58][CH2:57]1)=O.C(P(CCCC)CCCC)CCC, predict the reaction product. The product is: [F:20][C:18]1[CH:19]=[C:14]([C@@H:11]2[CH2:12][CH2:13][NH:8][CH2:9][C@H:10]2[C:22]2[CH:27]=[CH:26][C:25]([C:28]3[CH:33]=[CH:32][CH:31]=[CH:30][C:29]=3[CH2:34][O:35][C:60]3[CH:61]=[N:56][CH:57]=[CH:58][CH:59]=3)=[CH:24][C:23]=2[CH3:38])[CH:15]=[C:16]([F:21])[CH:17]=1. (9) Given the reactants [N:1]1([C:8]([NH:10][C@@H:11]([CH2:15][CH:16]([CH3:18])[CH3:17])[C:12]([OH:14])=O)=[O:9])[CH2:7][CH2:6][CH2:5][CH2:4][CH2:3][CH2:2]1.CN1CCOCC1.[CH2:26]([O:33][C:34]1[CH:39]=[CH:38][C:37]([CH2:40][C@H:41]([NH2:48])[CH2:42][N:43]([CH2:46][CH3:47])[CH2:44][CH3:45])=[CH:36][CH:35]=1)[C:27]1[CH:32]=[CH:31][CH:30]=[CH:29][CH:28]=1.C(OCC)C, predict the reaction product. The product is: [CH2:26]([O:33][C:34]1[CH:35]=[CH:36][C:37]([CH2:40][C@H:41]([NH:48][C:12]([C@@H:11]([NH:10][C:8]([N:1]2[CH2:2][CH2:3][CH2:4][CH2:5][CH2:6][CH2:7]2)=[O:9])[CH2:15][CH:16]([CH3:18])[CH3:17])=[O:14])[CH2:42][N:43]([CH2:46][CH3:47])[CH2:44][CH3:45])=[CH:38][CH:39]=1)[C:27]1[CH:28]=[CH:29][CH:30]=[CH:31][CH:32]=1. (10) Given the reactants CS([Cl:5])(=O)=O.[Cl:6][C:7]1[CH:30]=[CH:29][C:10]([CH2:11][NH:12][C:13]([C:15]2[C:16](=[O:28])[C:17]3[S:24][C:23]([CH2:25]O)=[C:22]([CH3:27])[C:18]=3[N:19]([CH3:21])[CH:20]=2)=[O:14])=[CH:9][CH:8]=1.N1C(C)=CC(C)=CC=1C, predict the reaction product. The product is: [Cl:6][C:7]1[CH:8]=[CH:9][C:10]([CH2:11][NH:12][C:13]([C:15]2[C:16](=[O:28])[C:17]3[S:24][C:23]([CH2:25][Cl:5])=[C:22]([CH3:27])[C:18]=3[N:19]([CH3:21])[CH:20]=2)=[O:14])=[CH:29][CH:30]=1.